This data is from Reaction yield outcomes from USPTO patents with 853,638 reactions. The task is: Predict the reaction yield, written as a fraction of the theoretical maximum amount of product (1.0 means a 100% yield; for example, 0.34 means a 34% yield). (1) The reactants are [NH2:1][C:2]1[N:7]=[CH:6][N:5]=[C:4]2[N:8]([C@@H:24]3[CH2:29][CH2:28][CH2:27][N:26]([C:30](=[O:34])[CH2:31][C:32]#[N:33])[CH2:25]3)[N:9]=[C:10]([C:11]3[CH:16]=[CH:15][C:14]([O:17][C:18]4[CH:23]=[CH:22][CH:21]=[CH:20][CH:19]=4)=[CH:13][CH:12]=3)[C:3]=12.[C:35]([O-])(=O)C.[NH2+:39]1[CH2:44]CCC[CH2:40]1.[CH3:45][CH:46](O)[CH3:47]. No catalyst specified. The product is [NH2:1][C:2]1[N:7]=[CH:6][N:5]=[C:4]2[N:8]([C@@H:24]3[CH2:29][CH2:28][CH2:27][N:26]([C:30]([C:31](=[CH:45][C:46]([N:39]([CH3:44])[CH3:40])([CH3:47])[CH3:35])[C:32]#[N:33])=[O:34])[CH2:25]3)[N:9]=[C:10]([C:11]3[CH:12]=[CH:13][C:14]([O:17][C:18]4[CH:19]=[CH:20][CH:21]=[CH:22][CH:23]=4)=[CH:15][CH:16]=3)[C:3]=12. The yield is 0.300. (2) The reactants are [F:1][C:2]1[C:3]([N+:16]([O-])=O)=[CH:4][C:5]([N+:13]([O-])=O)=[C:6](/[CH:8]=[CH:9]/N(C)C)[CH:7]=1. The catalyst is [Ni].CCO. The product is [F:1][C:2]1[CH:7]=[C:6]2[C:5](=[CH:4][C:3]=1[NH2:16])[NH:13][CH:9]=[CH:8]2. The yield is 0.160. (3) The reactants are [CH2:1]([C:3]1[C:4]([NH:19][C@@H:20]2[C:28]3[C:23](=[CH:24][CH:25]=[CH:26][CH:27]=3)[CH2:22][C@@H:21]2[OH:29])=[N:5][C:6]([CH2:17][CH3:18])=[C:7]([O:9][C:10]2[CH:15]=[C:14]([CH3:16])[CH:13]=[CH:12][N:11]=2)[N:8]=1)[CH3:2].N1C=CC=CC=1.[C:36](Cl)(=[O:38])[CH3:37]. The catalyst is C(Cl)Cl. The product is [C:36]([O:29][C@H:21]1[CH2:22][C:23]2[C:28](=[CH:27][CH:26]=[CH:25][CH:24]=2)[C@H:20]1[NH:19][C:4]1[C:3]([CH2:1][CH3:2])=[N:8][C:7]([O:9][C:10]2[CH:15]=[C:14]([CH3:16])[CH:13]=[CH:12][N:11]=2)=[C:6]([CH2:17][CH3:18])[N:5]=1)(=[O:38])[CH3:37]. The yield is 0.540.